Dataset: Reaction yield outcomes from USPTO patents with 853,638 reactions. Task: Predict the reaction yield, written as a fraction of the theoretical maximum amount of product (1.0 means a 100% yield; for example, 0.34 means a 34% yield). The reactants are Cl[CH2:2][C:3](Cl)=[O:4].[N+:6]([C:9]1[CH:14]=[CH:13][C:12]([OH:15])=[C:11]([NH2:16])[CH:10]=1)([O-:8])=[O:7].C([O-])(O)=O.[Na+]. The catalyst is [Cl-].C([N+](C)(C)C)C1C=CC=CC=1.C(Cl)(Cl)Cl. The product is [N+:6]([C:9]1[CH:14]=[CH:13][C:12]2[O:15][CH2:2][C:3](=[O:4])[NH:16][C:11]=2[CH:10]=1)([O-:8])=[O:7]. The yield is 0.410.